Predict the product of the given reaction. From a dataset of Forward reaction prediction with 1.9M reactions from USPTO patents (1976-2016). Given the reactants [NH:1]1[CH2:6][CH2:5][CH:4]([C:7]2[C:15]3[C:10](=[CH:11][CH:12]=[CH:13][CH:14]=3)[NH:9][CH:8]=2)[CH2:3][CH2:2]1.[CH3:16][N:17]([CH3:31])[C:18]1([C:25]2[CH:30]=[CH:29][CH:28]=[CH:27][CH:26]=2)[CH2:23][CH2:22][C:21](=O)[CH2:20][CH2:19]1.C(O)(=O)C, predict the reaction product. The product is: [NH:9]1[C:10]2[C:15](=[CH:14][CH:13]=[CH:12][CH:11]=2)[C:7]([CH:4]2[CH2:5][CH2:6][N:1]([CH:21]3[CH2:20][CH2:19][C:18]([N:17]([CH3:31])[CH3:16])([C:25]4[CH:30]=[CH:29][CH:28]=[CH:27][CH:26]=4)[CH2:23][CH2:22]3)[CH2:2][CH2:3]2)=[CH:8]1.